The task is: Predict which catalyst facilitates the given reaction.. This data is from Catalyst prediction with 721,799 reactions and 888 catalyst types from USPTO. (1) Reactant: C[O:2][C:3]1[CH:8]=[CH:7][C:6]([C:9]2[C:13]([C:14]3[CH:19]=[CH:18][CH:17]=[CH:16][CH:15]=3)=[C:12]([C:20]([F:23])([F:22])[F:21])[O:11][N:10]=2)=[CH:5][CH:4]=1.B(Br)(Br)Br.CO. Product: [C:14]1([C:13]2[C:9]([C:6]3[CH:5]=[CH:4][C:3]([OH:2])=[CH:8][CH:7]=3)=[N:10][O:11][C:12]=2[C:20]([F:21])([F:22])[F:23])[CH:15]=[CH:16][CH:17]=[CH:18][CH:19]=1. The catalyst class is: 2. (2) Reactant: Cl[C:2]1[N:7]=[C:6]([S:8][CH2:9][C:10]2[CH:15]=[CH:14][N:13]=[C:12]([C:16]([NH:18][CH3:19])=[O:17])[CH:11]=2)[C:5]([C:20]#[N:21])=[C:4]([C:22]2[CH:27]=[CH:26][CH:25]=[CH:24][CH:23]=2)[C:3]=1[C:28]#[N:29].Cl.[NH:31]1[CH2:34][CH:33]([OH:35])[CH2:32]1.C(N(CC)CC)C.O. Product: [C:20]([C:5]1[C:6]([S:8][CH2:9][C:10]2[CH:15]=[CH:14][N:13]=[C:12]([C:16]([NH:18][CH3:19])=[O:17])[CH:11]=2)=[N:7][C:2]([N:31]2[CH2:34][CH:33]([OH:35])[CH2:32]2)=[C:3]([C:28]#[N:29])[C:4]=1[C:22]1[CH:27]=[CH:26][CH:25]=[CH:24][CH:23]=1)#[N:21]. The catalyst class is: 7. (3) The catalyst class is: 75. Reactant: [C:1]([O:5][C:6](=[O:30])[N:7]([C:20]1[C:21]2[N:22]([CH:27]=[CH:28][N:29]=2)[C:23](Br)=[CH:24][N:25]=1)[C:8]1[CH:13]=[CH:12][C:11]([N:14]2[CH2:19][CH2:18][O:17][CH2:16][CH2:15]2)=[CH:10][CH:9]=1)([CH3:4])([CH3:3])[CH3:2].[B:31]1([B:31]2[O:35][C:34]([CH3:37])([CH3:36])[C:33]([CH3:39])([CH3:38])[O:32]2)[O:35][C:34]([CH3:37])([CH3:36])[C:33]([CH3:39])([CH3:38])[O:32]1.CC([O-])=O.[K+].C(Cl)Cl. Product: [C:1]([O:5][C:6](=[O:30])[N:7]([C:8]1[CH:13]=[CH:12][C:11]([N:14]2[CH2:19][CH2:18][O:17][CH2:16][CH2:15]2)=[CH:10][CH:9]=1)[C:20]1[C:21]2[N:22]([CH:27]=[CH:28][N:29]=2)[C:23]([B:31]2[O:35][C:34]([CH3:37])([CH3:36])[C:33]([CH3:39])([CH3:38])[O:32]2)=[CH:24][N:25]=1)([CH3:4])([CH3:3])[CH3:2]. (4) Reactant: [CH3:1][O:2][C:3]1[CH:8]=[CH:7][C:6]([CH2:9][C:10](=[O:12])[CH3:11])=[CH:5][CH:4]=1.CO[CH:15]([N:18]([CH3:20])[CH3:19])OC. Product: [CH3:15][N:18]([CH3:20])[CH:19]=[C:9]([C:6]1[CH:7]=[CH:8][C:3]([O:2][CH3:1])=[CH:4][CH:5]=1)[C:10](=[O:12])[CH3:11]. The catalyst class is: 9. (5) Reactant: [CH3:1][O:2][C:3]1[CH:4]=[C:5]([NH:15][C:16]([NH2:18])=[S:17])[CH:6]=[CH:7][C:8]=1[N:9]1[CH:13]=[C:12]([CH3:14])[N:11]=[CH:10]1.Br[CH:20]1[CH2:25][CH2:24][CH2:23][CH:22]([C:26]2[CH:31]=[CH:30][C:29]([Cl:32])=[CH:28][C:27]=2[Cl:33])[C:21]1=O. Product: [Cl:33][C:27]1[CH:28]=[C:29]([Cl:32])[CH:30]=[CH:31][C:26]=1[CH:22]1[C:21]2[N:18]=[C:16]([NH:15][C:5]3[CH:6]=[CH:7][C:8]([N:9]4[CH:13]=[C:12]([CH3:14])[N:11]=[CH:10]4)=[C:3]([O:2][CH3:1])[CH:4]=3)[S:17][C:20]=2[CH2:25][CH2:24][CH2:23]1. The catalyst class is: 8. (6) Reactant: [Cl:1][C:2]1[CH:3]=[C:4]([C:8]2[C:16]3[C:15]([NH2:17])=[N:14][CH:13]=[N:12][C:11]=3[S:10][C:9]=2[CH3:18])[CH:5]=[CH:6][CH:7]=1.[N+:19]([O-])([OH:21])=[O:20].C([O-])([O-])=O.[Na+].[Na+]. Product: [Cl:1][C:2]1[CH:3]=[C:4]([C:8]2[C:16]3[C:15]([NH2:17])=[N:14][CH:13]=[N:12][C:11]=3[S:10][C:9]=2[CH3:18])[CH:5]=[CH:6][C:7]=1[N+:19]([O-:21])=[O:20]. The catalyst class is: 82. (7) Reactant: Br[CH:2](C1C=CC=CC=1)[C:3]([O:5]C)=[O:4].[N:13]1(C2C=CC(C#N)=CC=2)[CH2:18][CH2:17][NH:16][CH2:15][CH2:14]1.C([O-])([O-])=O.[Na+].[Na+]. Product: [N:13]1([CH2:2][C:3]([OH:5])=[O:4])[CH2:18][CH2:17][NH:16][CH2:15][CH2:14]1. The catalyst class is: 3.